From a dataset of NCI-60 drug combinations with 297,098 pairs across 59 cell lines. Regression. Given two drug SMILES strings and cell line genomic features, predict the synergy score measuring deviation from expected non-interaction effect. (1) Drug 1: C1=NC2=C(N1)C(=S)N=C(N2)N. Drug 2: CC1CCCC2(C(O2)CC(NC(=O)CC(C(C(=O)C(C1O)C)(C)C)O)C(=CC3=CSC(=N3)C)C)C. Cell line: SK-MEL-28. Synergy scores: CSS=9.81, Synergy_ZIP=-3.01, Synergy_Bliss=2.77, Synergy_Loewe=-2.85, Synergy_HSA=-0.932. (2) Drug 1: C1=CC(=CC=C1C#N)C(C2=CC=C(C=C2)C#N)N3C=NC=N3. Synergy scores: CSS=3.79, Synergy_ZIP=-4.12, Synergy_Bliss=-5.77, Synergy_Loewe=-4.63, Synergy_HSA=-4.61. Cell line: UACC62. Drug 2: C1CN(P(=O)(OC1)NCCCl)CCCl. (3) Drug 1: CCC1(CC2CC(C3=C(CCN(C2)C1)C4=CC=CC=C4N3)(C5=C(C=C6C(=C5)C78CCN9C7C(C=CC9)(C(C(C8N6C)(C(=O)OC)O)OC(=O)C)CC)OC)C(=O)OC)O.OS(=O)(=O)O. Drug 2: CCCCC(=O)OCC(=O)C1(CC(C2=C(C1)C(=C3C(=C2O)C(=O)C4=C(C3=O)C=CC=C4OC)O)OC5CC(C(C(O5)C)O)NC(=O)C(F)(F)F)O. Cell line: SNB-19. Synergy scores: CSS=9.24, Synergy_ZIP=-2.32, Synergy_Bliss=-5.33, Synergy_Loewe=-6.08, Synergy_HSA=-6.38. (4) Drug 1: C1C(C(OC1N2C=NC3=C(N=C(N=C32)Cl)N)CO)O. Drug 2: CC1=C(C=C(C=C1)NC(=O)C2=CC=C(C=C2)CN3CCN(CC3)C)NC4=NC=CC(=N4)C5=CN=CC=C5. Cell line: HCT-15. Synergy scores: CSS=36.3, Synergy_ZIP=1.16, Synergy_Bliss=8.50, Synergy_Loewe=-15.1, Synergy_HSA=0.502. (5) Drug 1: CN(C)C1=NC(=NC(=N1)N(C)C)N(C)C. Drug 2: CC1=C(C(CCC1)(C)C)C=CC(=CC=CC(=CC(=O)O)C)C. Cell line: SNB-19. Synergy scores: CSS=-5.16, Synergy_ZIP=2.57, Synergy_Bliss=2.28, Synergy_Loewe=-2.94, Synergy_HSA=-2.40. (6) Drug 1: C1CC(=O)NC(=O)C1N2CC3=C(C2=O)C=CC=C3N. Drug 2: C(CC(=O)O)C(=O)CN.Cl. Cell line: SW-620. Synergy scores: CSS=3.82, Synergy_ZIP=0.278, Synergy_Bliss=1.40, Synergy_Loewe=1.97, Synergy_HSA=0.447. (7) Drug 1: CC1=C2C(C(=O)C3(C(CC4C(C3C(C(C2(C)C)(CC1OC(=O)C(C(C5=CC=CC=C5)NC(=O)OC(C)(C)C)O)O)OC(=O)C6=CC=CC=C6)(CO4)OC(=O)C)OC)C)OC. Drug 2: C#CCC(CC1=CN=C2C(=N1)C(=NC(=N2)N)N)C3=CC=C(C=C3)C(=O)NC(CCC(=O)O)C(=O)O. Cell line: SW-620. Synergy scores: CSS=68.0, Synergy_ZIP=18.1, Synergy_Bliss=16.9, Synergy_Loewe=15.9, Synergy_HSA=18.9. (8) Drug 2: CCCS(=O)(=O)NC1=C(C(=C(C=C1)F)C(=O)C2=CNC3=C2C=C(C=N3)C4=CC=C(C=C4)Cl)F. Synergy scores: CSS=0.517, Synergy_ZIP=-1.11, Synergy_Bliss=2.28, Synergy_Loewe=-1.83, Synergy_HSA=-0.313. Cell line: NCI-H226. Drug 1: C1=CC(=CC=C1CC(C(=O)O)N)N(CCCl)CCCl.Cl. (9) Drug 1: CC1=C(C=C(C=C1)NC2=NC=CC(=N2)N(C)C3=CC4=NN(C(=C4C=C3)C)C)S(=O)(=O)N.Cl. Drug 2: C1=NC2=C(N1)C(=S)N=CN2. Cell line: BT-549. Synergy scores: CSS=4.38, Synergy_ZIP=-7.42, Synergy_Bliss=-18.3, Synergy_Loewe=-42.6, Synergy_HSA=-20.5.